From a dataset of Reaction yield outcomes from USPTO patents with 853,638 reactions. Predict the reaction yield, written as a fraction of the theoretical maximum amount of product (1.0 means a 100% yield; for example, 0.34 means a 34% yield). (1) The reactants are Br[C:2]1[CH:7]=[CH:6][C:5]([N:8]2[C:13](=[O:14])[C:12]([CH2:15][C:16]3[CH:21]=[CH:20][C:19]([C:22]4[C:23]([C:28]#[N:29])=[CH:24][CH:25]=[CH:26][CH:27]=4)=[CH:18][CH:17]=3)=[C:11]([CH2:30][CH2:31][CH3:32])[N:10]=[C:9]2[CH2:33][CH3:34])=[CH:4][CH:3]=1.[O:35]1[C:39]2([CH2:44][CH2:43][NH:42][CH2:41][CH2:40]2)[O:38][CH2:37][CH2:36]1.CC(C)([O-])C.[Na+]. The catalyst is C1(C)C=CC=CC=1.C(OCC)(=O)C.C1C=CC(/C=C/C(/C=C/C2C=CC=CC=2)=O)=CC=1.C1C=CC(/C=C/C(/C=C/C2C=CC=CC=2)=O)=CC=1.C1C=CC(/C=C/C(/C=C/C2C=CC=CC=2)=O)=CC=1.[Pd].[Pd]. The product is [O:35]1[C:39]2([CH2:44][CH2:43][N:42]([C:2]3[CH:7]=[CH:6][C:5]([N:8]4[C:13](=[O:14])[C:12]([CH2:15][C:16]5[CH:21]=[CH:20][C:19]([C:22]6[C:23]([C:28]#[N:29])=[CH:24][CH:25]=[CH:26][CH:27]=6)=[CH:18][CH:17]=5)=[C:11]([CH2:30][CH2:31][CH3:32])[N:10]=[C:9]4[CH2:33][CH3:34])=[CH:4][CH:3]=3)[CH2:41][CH2:40]2)[O:38][CH2:37][CH2:36]1. The yield is 0.600. (2) The catalyst is O. The reactants are C[O:2][C:3]([C:5]1([C:8]2[CH:9]=[C:10]3[C:15](=[CH:16][CH:17]=2)[O:14][CH2:13][CH2:12][CH2:11]3)[CH2:7][CH2:6]1)=[O:4].O[Li].[OH2:20].[CH3:21][OH:22]. The product is [OH:20][C:11]1([O:22][CH3:21])[C:10]2[C:15](=[CH:16][CH:17]=[C:8]([C:5]3([C:3]([OH:2])=[O:4])[CH2:7][CH2:6]3)[CH:9]=2)[O:14][CH2:13][CH2:12]1. The yield is 0.760.